Task: Predict which catalyst facilitates the given reaction.. Dataset: Catalyst prediction with 721,799 reactions and 888 catalyst types from USPTO (1) Reactant: [CH3:1][C:2]1([CH3:75])[O:6][C@@H:5]([C@@H:7]([NH:48]S(C2C=CC=CC=2[N+]([O-])=O)(=O)=O)[CH2:8][NH:9][C@H:10]2[CH2:15][C@H:14]([O:16][CH2:17][C:18]3[CH:23]=[CH:22][CH:21]=[CH:20][CH:19]=3)[C@@H:13]([O:24][CH2:25][C:26]3[CH:31]=[CH:30][CH:29]=[CH:28][CH:27]=3)[C@H:12]([O:32][CH2:33][C:34]3[CH:39]=[CH:38][CH:37]=[CH:36][CH:35]=3)[C@H:11]2[O:40][CH2:41][C:42]2[CH:47]=[CH:46][CH:45]=[CH:44][CH:43]=2)[C@@H:4]([CH2:61][CH2:62][CH2:63][CH2:64][CH2:65][CH2:66][CH2:67][CH2:68][CH2:69][CH2:70][CH2:71][CH2:72][CH2:73][CH3:74])[O:3]1.C1(S)C=CC=CC=1.C([O-])([O-])=O.[Cs+].[Cs+].C([O-])(O)=O.[Na+]. Product: [CH3:1][C:2]1([CH3:75])[O:6][C@@H:5]([C@@H:7]([NH2:48])[CH2:8][NH:9][C@H:10]2[CH2:15][C@H:14]([O:16][CH2:17][C:18]3[CH:19]=[CH:20][CH:21]=[CH:22][CH:23]=3)[C@@H:13]([O:24][CH2:25][C:26]3[CH:31]=[CH:30][CH:29]=[CH:28][CH:27]=3)[C@H:12]([O:32][CH2:33][C:34]3[CH:35]=[CH:36][CH:37]=[CH:38][CH:39]=3)[C@H:11]2[O:40][CH2:41][C:42]2[CH:47]=[CH:46][CH:45]=[CH:44][CH:43]=2)[C@@H:4]([CH2:61][CH2:62][CH2:63][CH2:64][CH2:65][CH2:66][CH2:67][CH2:68][CH2:69][CH2:70][CH2:71][CH2:72][CH2:73][CH3:74])[O:3]1. The catalyst class is: 23. (2) Reactant: Cl.[CH3:2][NH:3][CH3:4].[Cl:5][C:6]1[CH:7]=[C:8]2[CH:14]=[C:13]([C:15]([NH:17][C@@H:18]([CH2:24][C:25]3[CH:30]=[CH:29][CH:28]=[CH:27][CH:26]=3)[C@H:19]([OH:23])[C:20]([OH:22])=O)=[O:16])[NH:12][C:9]2=[CH:10][N:11]=1.C1C=CC2N(O)N=NC=2C=1.CCN(C(C)C)C(C)C.CCN=C=NCCCN(C)C. Product: [CH2:24]([C@H:18]([NH:17][C:15]([C:13]1[NH:12][C:9]2=[CH:10][N:11]=[C:6]([Cl:5])[CH:7]=[C:8]2[CH:14]=1)=[O:16])[C@@H:19]([C:20](=[O:22])[N:3]([CH3:4])[CH3:2])[OH:23])[C:25]1[CH:26]=[CH:27][CH:28]=[CH:29][CH:30]=1. The catalyst class is: 163. (3) Reactant: Br[C:2]1[N:3]=[C:4]([CH:26]([C:40]2[CH:45]=[C:44]([O:46][CH2:47][CH3:48])[CH:43]=[C:42]([O:49][CH:50]([CH3:52])[CH3:51])[C:41]=2[F:53])[NH:27][C:28]2[CH:33]=[CH:32][C:31]([C:34]3[N:38]=[C:37]([CH3:39])[O:36][N:35]=3)=[CH:30][CH:29]=2)[N:5]([C:7]([C:20]2[CH:25]=[CH:24][CH:23]=[CH:22][CH:21]=2)([C:14]2[CH:19]=[CH:18][CH:17]=[CH:16][CH:15]=2)[C:8]2[CH:13]=[CH:12][CH:11]=[CH:10][CH:9]=2)[CH:6]=1.[C:54]([O-:57])([O-])=[O:55].[Na+].[Na+]. Product: [CH2:47]([O:46][C:44]1[CH:43]=[C:42]([O:49][CH:50]([CH3:51])[CH3:52])[C:41]([F:53])=[C:40]([CH:26]([NH:27][C:28]2[CH:33]=[CH:32][C:31]([C:34]3[N:38]=[C:37]([CH3:39])[O:36][N:35]=3)=[CH:30][CH:29]=2)[C:4]2[N:5]([C:7]([C:20]3[CH:25]=[CH:24][CH:23]=[CH:22][CH:21]=3)([C:14]3[CH:19]=[CH:18][CH:17]=[CH:16][CH:15]=3)[C:8]3[CH:13]=[CH:12][CH:11]=[CH:10][CH:9]=3)[CH:6]=[C:2]([C:8]3[CH:13]=[CH:12][CH:11]=[CH:10][C:9]=3[C:54]([OH:57])=[O:55])[N:3]=2)[CH:45]=1)[CH3:48]. The catalyst class is: 149.